The task is: Predict the reaction yield, written as a fraction of the theoretical maximum amount of product (1.0 means a 100% yield; for example, 0.34 means a 34% yield).. This data is from Reaction yield outcomes from USPTO patents with 853,638 reactions. (1) The reactants are [CH3:1][O:2][C:3]1[C:12]([O:13][CH3:14])=[C:11]2[C:6]([C:7]([NH:15][C@H:16]3[CH2:20][CH2:19][O:18][CH2:17]3)=[N:8][CH:9]=[N:10]2)=[CH:5][CH:4]=1.[H-].[Na+].[CH2:23]1COC[CH2:24]1. No catalyst specified. The product is [CH2:23]([N:15]([C@H:16]1[CH2:20][CH2:19][O:18][CH2:17]1)[C:7]1[C:6]2[C:11](=[C:12]([O:13][CH3:14])[C:3]([O:2][CH3:1])=[CH:4][CH:5]=2)[N:10]=[CH:9][N:8]=1)[CH3:24]. The yield is 0.260. (2) The reactants are ClC(Cl)(Cl)CO[C:5](=[O:15])[NH:6][C:7]1[CH:12]=[CH:11][CH:10]=[C:9]([Cl:13])[C:8]=1[Cl:14].[NH2:18][C:19]1[CH:23]=[C:22]([C:24]([CH3:27])([CH3:26])[CH3:25])[NH:21][N:20]=1.O. The catalyst is CN(C=O)C. The product is [C:24]([C:22]1[CH:23]=[C:19]([NH:18][C:5]([NH:6][C:7]2[CH:12]=[CH:11][CH:10]=[C:9]([Cl:13])[C:8]=2[Cl:14])=[O:15])[NH:20][N:21]=1)([CH3:27])([CH3:26])[CH3:25]. The yield is 0.590. (3) The reactants are [Br:1][C:2]1[CH:3]=[C:4]2[C:8](=[CH:9][CH:10]=1)[C:7](=O)[CH2:6][CH2:5]2.Cl.[NH2:13][OH:14].C([O-])(=O)C.[Na+]. The catalyst is CO. The product is [Br:1][C:2]1[CH:3]=[C:4]2[C:8](=[CH:9][CH:10]=1)[C:7](=[N:13][OH:14])[CH2:6][CH2:5]2. The yield is 0.930.